Dataset: Peptide-MHC class I binding affinity with 185,985 pairs from IEDB/IMGT. Task: Regression. Given a peptide amino acid sequence and an MHC pseudo amino acid sequence, predict their binding affinity value. This is MHC class I binding data. The peptide sequence is FQFICNLLLL. The MHC is HLA-A02:06 with pseudo-sequence HLA-A02:06. The binding affinity (normalized) is 1.00.